The task is: Regression. Given a peptide amino acid sequence and an MHC pseudo amino acid sequence, predict their binding affinity value. This is MHC class I binding data.. This data is from Peptide-MHC class I binding affinity with 185,985 pairs from IEDB/IMGT. The peptide sequence is TPQVPLRPM. The MHC is HLA-A03:01 with pseudo-sequence HLA-A03:01. The binding affinity (normalized) is 0.